This data is from Catalyst prediction with 721,799 reactions and 888 catalyst types from USPTO. The task is: Predict which catalyst facilitates the given reaction. (1) Reactant: [Cl:1][C:2]1[CH:7]=[CH:6][C:5]([NH:8][C:9]2[CH:10]=[C:11]([F:24])[C:12]([CH2:15][NH:16]C(=O)OC(C)(C)C)=[N:13][CH:14]=2)=[C:4]([C:25]([F:28])([F:27])[F:26])[CH:3]=1. Product: [ClH:1].[ClH:1].[NH2:16][CH2:15][C:12]1[N:13]=[CH:14][C:9]([NH:8][C:5]2[CH:6]=[CH:7][C:2]([Cl:1])=[CH:3][C:4]=2[C:25]([F:28])([F:27])[F:26])=[CH:10][C:11]=1[F:24]. The catalyst class is: 89. (2) Product: [NH2:35][C:32]([CH3:34])([CH3:33])[C:31]([NH:30][C@H:10]([CH2:9][O:8][CH2:1][C:2]1[CH:7]=[CH:6][CH:5]=[CH:4][CH:3]=1)[C:11]([N:13]1[CH2:29][CH2:28][CH2:27][C:15]2([C:18](=[O:19])[N:17]([CH3:20])[CH:16]2[C:21]2[CH:26]=[CH:25][CH:24]=[CH:23][CH:22]=2)[CH2:14]1)=[O:12])=[O:43]. Reactant: [CH2:1]([O:8][CH2:9][C@@H:10]([NH:30][C:31](=[O:43])[C:32]([NH:35]C(=O)OC(C)(C)C)([CH3:34])[CH3:33])[C:11]([N:13]1[CH2:29][CH2:28][CH2:27][C:15]2([C:18](=[O:19])[N:17]([CH3:20])[CH:16]2[C:21]2[CH:26]=[CH:25][CH:24]=[CH:23][CH:22]=2)[CH2:14]1)=[O:12])[C:2]1[CH:7]=[CH:6][CH:5]=[CH:4][CH:3]=1.C(O)(C(F)(F)F)=O.CO. The catalyst class is: 2. (3) The catalyst class is: 8. Reactant: [C:1]([N:8]1[CH2:13][C:12]([C:14]([O:16]CC)=[O:15])=[CH:11][CH2:10][CH2:9]1)([O:3][C:4]([CH3:7])([CH3:6])[CH3:5])=[O:2].[OH-].[Na+].S([O-])(O)(=O)=O.[K+]. Product: [C:4]([O:3][C:1]([N:8]1[CH2:13][C:12]([C:14]([OH:16])=[O:15])=[CH:11][CH2:10][CH2:9]1)=[O:2])([CH3:7])([CH3:5])[CH3:6]. (4) Product: [NH2:1][C:2]1[C:10]2[C:9]([C:11]3[CH:16]=[CH:15][C:14]([C:17]([F:18])([F:20])[F:19])=[C:13]([OH:21])[CH:12]=3)=[N:8][C:7]([NH:23][CH:24]3[CH2:25][CH2:26]3)=[N:6][C:5]=2[S:4][C:3]=1[C:27]([NH2:29])=[O:28]. The catalyst class is: 2. Reactant: [NH2:1][C:2]1[C:10]2[C:9]([C:11]3[CH:16]=[CH:15][C:14]([C:17]([F:20])([F:19])[F:18])=[C:13]([O:21]C)[CH:12]=3)=[N:8][C:7]([NH:23][CH:24]3[CH2:26][CH2:25]3)=[N:6][C:5]=2[S:4][C:3]=1[C:27]([NH2:29])=[O:28].B(Br)(Br)Br. (5) Reactant: [CH3:1][O:2][C:3]1[CH:4]=[C:5]2[C:9](=[CH:10][C:11]=1[O:12][CH3:13])[C:8](=O)[CH2:7][C:6]2([CH3:16])[CH3:15].[C:17]([CH2:23][C:24]#[N:25])(=[O:22])[C:18]([CH3:21])([CH3:20])[CH3:19].C(O)(=O)CC.C([O-])(=O)C.[NH4+]. Product: [CH3:1][O:2][C:3]1[CH:4]=[C:5]2[C:9](=[CH:10][C:11]=1[O:12][CH3:13])[C:8](=[C:23]([C:17](=[O:22])[C:18]([CH3:21])([CH3:20])[CH3:19])[C:24]#[N:25])[CH2:7][C:6]2([CH3:16])[CH3:15]. The catalyst class is: 113. (6) Reactant: Br[C:2]1[CH:3]=[C:4]2[C:8](=[CH:9][CH:10]=1)[N:7](C(OC(C)(C)C)=O)[CH:6]=[CH:5]2.C([O-])([O-])=O.[Cs+].[Cs+].[NH:24]1[CH2:31][CH2:30][CH2:29][C@H:25]1C(O)=O.N1CCCC1. Product: [N:24]1([C:2]2[CH:3]=[C:4]3[C:8](=[CH:9][CH:10]=2)[NH:7][CH:6]=[CH:5]3)[CH2:31][CH2:30][CH2:29][CH2:25]1. The catalyst class is: 419. (7) Reactant: C([O:8][C:9]1[CH:18]=[C:17]2[C:12]([C:13]([Cl:19])=[CH:14][CH:15]=[N:16]2)=[CH:11][CH:10]=1)C1C=CC=CC=1.C(=O)([O-])O.[Na+]. Product: [Cl:19][C:13]1[C:12]2[C:17](=[CH:18][C:9]([OH:8])=[CH:10][CH:11]=2)[N:16]=[CH:15][CH:14]=1. The catalyst class is: 67.